This data is from Full USPTO retrosynthesis dataset with 1.9M reactions from patents (1976-2016). The task is: Predict the reactants needed to synthesize the given product. (1) Given the product [CH:2]1([CH2:5][O:6][C:7]2[CH:12]=[CH:11][C:10]([CH2:13][CH3:14])=[CH:9][C:8]=2[C:15]2[C:16]3[NH:23][C:22]([CH3:24])=[C:21]([C:25]([NH:27][C@H:28]4[C@H:32]([OH:33])[CH2:31][N:30]([C:34](=[O:37])[CH2:35][CH3:36])[CH2:29]4)=[O:26])[C:17]=3[N:18]=[CH:19][N:20]=2)[CH2:4][CH2:3]1, predict the reactants needed to synthesize it. The reactants are: Cl.[CH:2]1([CH2:5][O:6][C:7]2[CH:12]=[CH:11][C:10]([CH2:13][CH3:14])=[CH:9][C:8]=2[C:15]2[C:16]3[NH:23][C:22]([CH3:24])=[C:21]([C:25]([NH:27][C@H:28]4[C@H:32]([OH:33])[CH2:31][NH:30][CH2:29]4)=[O:26])[C:17]=3[N:18]=[CH:19][N:20]=2)[CH2:4][CH2:3]1.[C:34](Cl)(=[O:37])[CH2:35][CH3:36]. (2) Given the product [NH2:14][C:11]1[CH:12]=[C:13]2[C:8]([CH2:7][CH2:6][N:5]2[CH2:4][C:3]([N:2]([CH3:1])[CH3:20])=[O:19])=[CH:9][C:10]=1[O:17][CH3:18], predict the reactants needed to synthesize it. The reactants are: [CH3:1][N:2]([CH3:20])[C:3](=[O:19])[CH2:4][N:5]1[C:13]2[C:8](=[CH:9][C:10]([O:17][CH3:18])=[C:11]([N+:14]([O-])=O)[CH:12]=2)[CH2:7][CH2:6]1.